This data is from Catalyst prediction with 721,799 reactions and 888 catalyst types from USPTO. The task is: Predict which catalyst facilitates the given reaction. (1) Reactant: Cl.[CH:2]12[CH2:11][CH:6]3[CH2:7][CH:8]([CH2:10][CH:4]([CH2:5]3)[CH:3]1[NH:12][C:13](=[O:23])[CH2:14][N:15]1[CH2:20][CH2:19][CH2:18][NH:17][S:16]1(=[O:22])=[O:21])[CH2:9]2.C([O-])([O-])=O.[K+].[K+].Br[CH2:31][C:32]1[CH:37]=[CH:36][CH:35]=[CH:34][CH:33]=1. Product: [CH:2]12[CH2:11][CH:6]3[CH2:7][CH:8]([CH2:10][CH:4]([CH2:5]3)[CH:3]1[NH:12][C:13](=[O:23])[CH2:14][N:15]1[CH2:20][CH2:19][CH2:18][N:17]([CH2:31][C:32]3[CH:37]=[CH:36][CH:35]=[CH:34][CH:33]=3)[S:16]1(=[O:22])=[O:21])[CH2:9]2. The catalyst class is: 3. (2) Reactant: [NH2:1][CH:2]1[C:10]2[C:5](=[CH:6][CH:7]=[CH:8][CH:9]=2)[CH2:4][CH:3]1[OH:11].[CH3:12][C:13]1[N:14]=[C:15]2[C:20]([O:21][CH2:22][CH2:23][CH:24]([C:29]([F:32])([F:31])[F:30])[C:25]([F:28])([F:27])[F:26])=[CH:19][C:18]([CH3:33])=[CH:17][N:16]2[C:34]=1[C:35](O)=[O:36].CN(C(ON1N=NC2C=CC=NC1=2)=[N+](C)C)C.F[P-](F)(F)(F)(F)F.CN1CCOCC1. Product: [OH:11][CH:3]1[CH2:4][C:5]2[C:10](=[CH:9][CH:8]=[CH:7][CH:6]=2)[CH:2]1[NH:1][C:35]([C:34]1[N:16]2[CH:17]=[C:18]([CH3:33])[CH:19]=[C:20]([O:21][CH2:22][CH2:23][CH:24]([C:25]([F:28])([F:27])[F:26])[C:29]([F:30])([F:31])[F:32])[C:15]2=[N:14][C:13]=1[CH3:12])=[O:36]. The catalyst class is: 3. (3) Reactant: [CH3:1][N:2]1[CH2:25][CH2:24][C:5]2=[C:6]([CH2:13][C:14]3[CH:23]=[CH:22][C:17]([C:18](OC)=[O:19])=[CH:16][CH:15]=3)[C:7]3[C:12]([N:4]2[CH2:3]1)=[CH:11][CH:10]=[CH:9][CH:8]=3.[NH2:26][OH:27]. Product: [OH:27][NH:26][C:18](=[O:19])[C:17]1[CH:16]=[CH:15][C:14]([CH2:13][C:6]2[C:7]3[C:12](=[CH:11][CH:10]=[CH:9][CH:8]=3)[N:4]3[CH2:3][N:2]([CH3:1])[CH2:25][CH2:24][C:5]=23)=[CH:23][CH:22]=1. The catalyst class is: 5. (4) Reactant: [C:1]([N:4]1[C:13]2[C:8](=[CH:9][C:10](Br)=[CH:11][CH:12]=2)[C@H:7]([NH:15]C(=O)OCC2C=CC=CC=2)[C@@H:6]([CH3:26])[C@@H:5]1[CH2:27][CH3:28])(=[O:3])[CH3:2].CC(C)([O-])C.[Na+].CN(C1C(C2C(P(C3CCCCC3)C3CCCCC3)=CC=CC=2)=CC=CC=1)C.[NH:63]1[CH2:68][CH2:67][O:66][CH2:65][CH2:64]1. Product: [NH2:15][C@H:7]1[C:8]2[C:13](=[CH:12][CH:11]=[C:10]([N:63]3[CH2:68][CH2:67][O:66][CH2:65][CH2:64]3)[CH:9]=2)[N:4]([C:1](=[O:3])[CH3:2])[C@@H:5]([CH2:27][CH3:28])[C@@H:6]1[CH3:26]. The catalyst class is: 62. (5) The catalyst class is: 186. Product: [CH3:1][O:2][C:3]([N:5]1[C:13]2[C:8](=[C:9]([NH2:15])[C:10]([Cl:14])=[CH:11][CH:12]=2)[CH:7]=[C:6]1[CH3:18])=[O:4]. Reactant: [CH3:1][O:2][C:3]([N:5]1[C:13]2[C:8](=[C:9]([N+:15]([O-])=O)[C:10]([Cl:14])=[CH:11][CH:12]=2)[CH:7]=[C:6]1[CH3:18])=[O:4].C(O)(=O)C.OS(O)(=O)=O. (6) The catalyst class is: 229. Reactant: [Cl:1][C:2]1[N:3]=[C:4]([N:18]2[CH2:23][CH2:22][O:21][CH2:20][CH2:19]2)[C:5]2[S:10][C:9]([CH:11]=[C:12]3[CH2:17][CH2:16][NH:15][CH2:14][CH2:13]3)=[CH:8][C:6]=2[N:7]=1.[CH:24](O)=O.C=O. Product: [Cl:1][C:2]1[N:3]=[C:4]([N:18]2[CH2:23][CH2:22][O:21][CH2:20][CH2:19]2)[C:5]2[S:10][C:9]([CH:11]=[C:12]3[CH2:13][CH2:14][N:15]([CH3:24])[CH2:16][CH2:17]3)=[CH:8][C:6]=2[N:7]=1. (7) Reactant: [F:1][C:2]([F:13])([F:12])[C:3]1[CH:4]=[C:5]([CH:9]=[CH:10][CH:11]=1)[C:6](Cl)=[O:7].[CH3:14][C:15]1[CH:21]=[CH:20][C:18]([NH2:19])=[CH:17][C:16]=1[N+:22]([O-:24])=[O:23]. Product: [CH3:14][C:15]1[CH:21]=[CH:20][C:18]([NH:19][C:6](=[O:7])[C:5]2[CH:9]=[CH:10][CH:11]=[C:3]([C:2]([F:13])([F:12])[F:1])[CH:4]=2)=[CH:17][C:16]=1[N+:22]([O-:24])=[O:23]. The catalyst class is: 2. (8) Reactant: Br[CH2:2][CH2:3][C:4]1[CH:8]=[C:7]([C:9]2[CH:14]=[CH:13][C:12]([S:15]([CH3:18])(=[O:17])=[O:16])=[CH:11][CH:10]=2)[N:6]([C:19]2[CH:24]=[CH:23][C:22]([F:25])=[CH:21][CH:20]=2)[C:5]=1[CH3:26].[I-].[Na+].[C:29]1(=[O:39])[NH:33][C:32](=[O:34])[C:31]2=[CH:35][CH:36]=[CH:37][CH:38]=[C:30]12.[K]. Product: [C:29]1(=[O:39])[N:33]([CH2:2][CH2:3][C:4]2[CH:8]=[C:7]([C:9]3[CH:14]=[CH:13][C:12]([S:15]([CH3:18])(=[O:17])=[O:16])=[CH:11][CH:10]=3)[N:6]([C:19]3[CH:24]=[CH:23][C:22]([F:25])=[CH:21][CH:20]=3)[C:5]=2[CH3:26])[C:32](=[O:34])[C:31]2=[CH:35][CH:36]=[CH:37][CH:38]=[C:30]12. The catalyst class is: 3. (9) Reactant: [F:1][C:2]1[CH:7]=[CH:6][C:5]([F:8])=[CH:4][C:3]=1[NH:9][C:10](=O)[CH2:11][CH2:12][OH:13].[H-].[Al+3].[Li+].[H-].[H-].[H-].O.[OH-].[Na+]. Product: [F:1][C:2]1[CH:7]=[CH:6][C:5]([F:8])=[CH:4][C:3]=1[NH:9][CH2:10][CH2:11][CH2:12][OH:13]. The catalyst class is: 7. (10) Reactant: [Cl:1][C:2]1[N:6]2[CH:7]=[C:8]([C:15]3[CH:19]=[C:18]([Cl:20])[O:17][CH:16]=3)[CH:9]=[C:10]([C:11]([F:14])([F:13])[F:12])[C:5]2=[N:4][C:3]=1[C:21](Cl)=[O:22].Cl.[F:25][C:26]1[CH:27]=[C:28]([CH:32]2[CH2:36][CH2:35][NH:34][CH2:33]2)[CH:29]=[CH:30][CH:31]=1.C(N(CC)C(C)C)(C)C. Product: [Cl:1][C:2]1[N:6]2[CH:7]=[C:8]([C:15]3[CH:19]=[C:18]([Cl:20])[O:17][CH:16]=3)[CH:9]=[C:10]([C:11]([F:12])([F:13])[F:14])[C:5]2=[N:4][C:3]=1[C:21]([N:34]1[CH2:35][CH2:36][CH:32]([C:28]2[CH:29]=[CH:30][CH:31]=[C:26]([F:25])[CH:27]=2)[CH2:33]1)=[O:22]. The catalyst class is: 49.